Dataset: Serine/threonine kinase 33 screen with 319,792 compounds. Task: Binary Classification. Given a drug SMILES string, predict its activity (active/inactive) in a high-throughput screening assay against a specified biological target. (1) The molecule is Clc1c(OC(=O)c2c(P(O)(O)=O)cccc2)cccc1. The result is 0 (inactive). (2) The compound is s1c(c2CCCCc2c1)C(=O)NCc1ccc(S(=O)(=O)N)cc1. The result is 0 (inactive). (3) The compound is O1c2c(OC1)ccc(c2)/C=N\c1n(c2c(n1)cccc2)C. The result is 0 (inactive).